From a dataset of Full USPTO retrosynthesis dataset with 1.9M reactions from patents (1976-2016). Predict the reactants needed to synthesize the given product. (1) The reactants are: [OH:1][C:2]1[N:6]([C:7]2[CH:12]=[C:11]([C:13]#[N:14])[CH:10]=[CH:9][N:8]=2)[N:5]=[CH:4][CH:3]=1.[CH2:15]([C:17]1[CH:22]=[C:21]([CH3:23])[CH:20]=[CH:19][C:18]=1[CH2:24]O)[CH3:16]. Given the product [CH2:15]([C:17]1[CH:22]=[C:21]([CH3:23])[CH:20]=[CH:19][C:18]=1[CH2:24][O:1][C:2]1[N:6]([C:7]2[CH:12]=[C:11]([C:13]#[N:14])[CH:10]=[CH:9][N:8]=2)[N:5]=[CH:4][CH:3]=1)[CH3:16], predict the reactants needed to synthesize it. (2) Given the product [CH2:3]([O:4][C:5](=[O:41])[CH2:6][C:7]1[CH:8]=[N:9][CH:10]=[C:11]([C:13]2[CH:18]=[CH:17][C:16]([C:19]([CH2:20][CH3:21])([C:22]3[CH:27]=[CH:26][C:25](/[CH:28]=[CH:29]/[C:30]4([OH:36])[CH2:31][CH2:32][CH2:33][CH2:34][CH2:35]4)=[C:24]([CH3:37])[CH:23]=3)[CH2:38][CH3:39])=[CH:15][C:14]=2[CH3:40])[CH:12]=1)[CH3:44], predict the reactants needed to synthesize it. The reactants are: [OH-].[Na+].[CH3:3][O:4][C:5](=[O:41])[CH2:6][C:7]1[CH:8]=[N:9][CH:10]=[C:11]([C:13]2[CH:18]=[CH:17][C:16]([C:19]([CH2:38][CH3:39])([C:22]3[CH:27]=[CH:26][C:25](/[CH:28]=[CH:29]/[C:30]4([OH:36])[CH2:35][CH2:34][CH2:33][CH2:32][CH2:31]4)=[C:24]([CH3:37])[CH:23]=3)[CH2:20][CH3:21])=[CH:15][C:14]=2[CH3:40])[CH:12]=1.[Cl-].[NH4+].[CH3:44]O. (3) Given the product [O:53]1[C:25]2[CH:20]=[CH:21][CH:22]=[C:23]([CH2:34][NH:31][C:11]([C:10]3[C:47]4[C:4](=[CH:3][CH:2]=[CH:7][C:46]=4[Cl:49])[N:8]([CH2:14][CH2:15][O:16][CH3:17])[CH:9]=3)=[O:13])[C:24]=2[O:45][CH2:50][CH2:54]1.[F:28][C:20]1([F:19])[CH2:21][CH2:22][CH:23]([CH2:40][NH:36][C:11]([C:10]2[C:3]3[C:4](=[N:5][CH:6]=[CH:7][C:2]=3[Cl:1])[N:8]([CH2:14][CH2:15][O:16][CH3:17])[CH:9]=2)=[O:13])[CH2:24][CH2:25]1, predict the reactants needed to synthesize it. The reactants are: [Cl:1][C:2]1[CH:7]=[CH:6][N:5]=[C:4]2[N:8]([CH2:14][CH2:15][O:16][CH3:17])[CH:9]=[C:10]([C:11]([OH:13])=O)[C:3]=12.Cl.[F:19][C:20]1([F:28])[CH2:25][CH2:24][CH:23](NC)[CH2:22][CH2:21]1.CC[N:31]([CH2:34]C)CC.[N:36]1([OH:45])[C:40]2C=CC=CC=2N=N1.[CH2:46]([Cl:49])[CH2:47]Cl.[CH2:50]1[CH2:54][O:53]CC1. (4) The reactants are: CS(C)=O.C(Cl)(=O)C(Cl)=O.[CH2:11]([O:18][C:19](=[O:26])[NH:20][CH2:21][CH2:22][CH2:23][CH2:24][OH:25])[C:12]1[CH:17]=[CH:16][CH:15]=[CH:14][CH:13]=1.C(N(CC)CC)C. Given the product [CH2:11]([O:18][C:19](=[O:26])[NH:20][CH2:21][CH2:22][CH2:23][CH:24]=[O:25])[C:12]1[CH:17]=[CH:16][CH:15]=[CH:14][CH:13]=1, predict the reactants needed to synthesize it.